Task: Regression. Given two drug SMILES strings and cell line genomic features, predict the synergy score measuring deviation from expected non-interaction effect.. Dataset: NCI-60 drug combinations with 297,098 pairs across 59 cell lines (1) Drug 1: C1=CC(=CC=C1CCCC(=O)O)N(CCCl)CCCl. Drug 2: CS(=O)(=O)OCCCCOS(=O)(=O)C. Cell line: SF-539. Synergy scores: CSS=33.3, Synergy_ZIP=-0.259, Synergy_Bliss=0.198, Synergy_Loewe=-6.91, Synergy_HSA=1.50. (2) Drug 1: CC1C(C(=O)NC(C(=O)N2CCCC2C(=O)N(CC(=O)N(C(C(=O)O1)C(C)C)C)C)C(C)C)NC(=O)C3=C4C(=C(C=C3)C)OC5=C(C(=O)C(=C(C5=N4)C(=O)NC6C(OC(=O)C(N(C(=O)CN(C(=O)C7CCCN7C(=O)C(NC6=O)C(C)C)C)C)C(C)C)C)N)C. Drug 2: CCCCC(=O)OCC(=O)C1(CC(C2=C(C1)C(=C3C(=C2O)C(=O)C4=C(C3=O)C=CC=C4OC)O)OC5CC(C(C(O5)C)O)NC(=O)C(F)(F)F)O. Cell line: SF-539. Synergy scores: CSS=80.1, Synergy_ZIP=14.8, Synergy_Bliss=15.6, Synergy_Loewe=3.55, Synergy_HSA=14.9.